Dataset: Full USPTO retrosynthesis dataset with 1.9M reactions from patents (1976-2016). Task: Predict the reactants needed to synthesize the given product. (1) The reactants are: [Cl:1][C:2]1[CH:7]=[CH:6][CH:5]=[CH:4][C:3]=1[C:8]1[C:12]([CH:13]=O)=[CH:11][N:10]([CH3:15])[N:9]=1.[N:16]1([C:22]([O:24][C:25]([CH3:28])([CH3:27])[CH3:26])=[O:23])[CH2:21][CH2:20][NH:19][CH2:18][CH2:17]1.C(N(CC)CC)C.C(O[BH-](OC(=O)C)OC(=O)C)(=O)C.[Na+]. Given the product [Cl:1][C:2]1[CH:7]=[CH:6][CH:5]=[CH:4][C:3]=1[C:8]1[C:12]([CH2:13][N:19]2[CH2:18][CH2:17][N:16]([C:22]([O:24][C:25]([CH3:28])([CH3:27])[CH3:26])=[O:23])[CH2:21][CH2:20]2)=[CH:11][N:10]([CH3:15])[N:9]=1, predict the reactants needed to synthesize it. (2) The reactants are: [NH2:1][C:2]1[C:3]2[C:10]([C:11]3[CH:16]=[CH:15][C:14]([O:17][C:18]4[CH:23]=[CH:22][CH:21]=[CH:20][CH:19]=4)=[CH:13][CH:12]=3)=[CH:9][N:8]([CH:24]([CH3:30])[C:25]([O:27]CC)=[O:26])[C:4]=2[N:5]=[CH:6][N:7]=1.[OH-].[K+]. Given the product [NH2:1][C:2]1[C:3]2[C:10]([C:11]3[CH:16]=[CH:15][C:14]([O:17][C:18]4[CH:23]=[CH:22][CH:21]=[CH:20][CH:19]=4)=[CH:13][CH:12]=3)=[CH:9][N:8]([CH:24]([CH3:30])[C:25]([OH:27])=[O:26])[C:4]=2[N:5]=[CH:6][N:7]=1, predict the reactants needed to synthesize it. (3) The reactants are: Cl[C:2]1[C:7]([CH3:8])=[C:6]([Cl:9])[N:5]=[CH:4][C:3]=1[C:10]([N:12]1[CH2:17][CH2:16][CH:15]([C:18]2[CH:23]=[CH:22][C:21]([F:24])=[CH:20][CH:19]=2)[CH2:14][CH2:13]1)=[O:11].[F:25][C:26]1[CH:32]=[CH:31][CH:30]=[CH:29][C:27]=1[NH2:28]. Given the product [Cl:9][C:6]1[N:5]=[CH:4][C:3]([C:10]([N:12]2[CH2:17][CH2:16][CH:15]([C:18]3[CH:23]=[CH:22][C:21]([F:24])=[CH:20][CH:19]=3)[CH2:14][CH2:13]2)=[O:11])=[C:2]([NH:28][C:27]2[CH:29]=[CH:30][CH:31]=[CH:32][C:26]=2[F:25])[C:7]=1[CH3:8], predict the reactants needed to synthesize it.